Dataset: Full USPTO retrosynthesis dataset with 1.9M reactions from patents (1976-2016). Task: Predict the reactants needed to synthesize the given product. (1) Given the product [NH2:39][C:35]1[N:34]=[CH:33][N:32]=[C:31]2[C:36]=1[N:37]=[CH:38][N:30]2[C@H:29]1[C@@H:24]2[O:23][C:22]([CH3:21])([CH3:43])[O:26][C@@H:25]2[C@@H:27]([CH2:40][N:41]([CH3:42])[CH2:17][CH2:16][C@@H:15]([NH:14][C:12]([NH:11][C:8]2[CH:9]=[CH:10][C:5]([C:1]([CH3:4])([CH3:3])[CH3:2])=[CH:6][CH:7]=2)=[O:13])[CH2:19][CH3:20])[O:28]1, predict the reactants needed to synthesize it. The reactants are: [C:1]([C:5]1[CH:10]=[CH:9][C:8]([NH:11][C:12]([NH:14][C@@H:15]([CH2:19][CH3:20])[CH2:16][CH:17]=O)=[O:13])=[CH:7][CH:6]=1)([CH3:4])([CH3:3])[CH3:2].[CH3:21][C:22]1([CH3:43])[O:26][C@@H:25]2[C@@H:27]([CH2:40][NH:41][CH3:42])[O:28][C@@H:29]([N:30]3[CH:38]=[N:37][C:36]4[C:31]3=[N:32][CH:33]=[N:34][C:35]=4[NH2:39])[C@@H:24]2[O:23]1.[BH-](OC(C)=O)(OC(C)=O)OC(C)=O.[Na+].C([O-])(O)=O.[Na+]. (2) Given the product [CH2:3]=[C:2]([B:15]([OH:20])[OH:16])[C:4]1[CH:9]=[CH:8][CH:7]=[CH:6][CH:5]=1, predict the reactants needed to synthesize it. The reactants are: Br[C:2]([C:4]1[CH:9]=[CH:8][CH:7]=[CH:6][CH:5]=1)=[CH2:3].[Li]C(C)(C)C.[B:15](OC(C)C)([O:20]C(C)C)[O:16]C(C)C.Cl. (3) Given the product [C:12]([C:10]1[C:9]2[N:14]=[C:15]([C:17]3[CH:22]=[CH:21][CH:20]=[CH:19][CH:18]=3)[S:16][C:8]=2[C:7]([OH:23])=[C:6]([C:4]([NH:24][CH2:25][C:26]([OH:28])=[O:27])=[O:5])[N:11]=1)#[N:13], predict the reactants needed to synthesize it. The reactants are: C(O[C:4]([C:6]1[N:11]=[C:10]([C:12]#[N:13])[C:9]2[N:14]=[C:15]([C:17]3[CH:22]=[CH:21][CH:20]=[CH:19][CH:18]=3)[S:16][C:8]=2[C:7]=1[OH:23])=[O:5])C.[NH2:24][CH2:25][C:26]([OH:28])=[O:27]. (4) Given the product [CH3:37][C:35]([C:21]1[S:22][C:23]([C:24]2[CH:29]=[CH:28][N:27]=[C:26]([CH2:30][CH2:31][C:32]([N:40]3[CH2:45][CH2:44][S:43](=[O:47])(=[O:46])[CH2:42][CH2:41]3)=[O:33])[N:25]=2)=[C:19]([C:15]2[C:14]([F:39])=[C:13]([NH:12][S:9]([C:3]3[CH:4]=[C:5]([F:8])[CH:6]=[CH:7][C:2]=3[F:1])(=[O:10])=[O:11])[CH:18]=[CH:17][CH:16]=2)[N:20]=1)([CH3:38])[CH3:36], predict the reactants needed to synthesize it. The reactants are: [F:1][C:2]1[CH:7]=[CH:6][C:5]([F:8])=[CH:4][C:3]=1[S:9]([NH:12][C:13]1[C:14]([F:39])=[C:15]([C:19]2[N:20]=[C:21]([C:35]([CH3:38])([CH3:37])[CH3:36])[S:22][C:23]=2[C:24]2[CH:29]=[CH:28][N:27]=[C:26]([CH2:30][CH2:31][C:32](O)=[O:33])[N:25]=2)[CH:16]=[CH:17][CH:18]=1)(=[O:11])=[O:10].[NH:40]1[CH2:45][CH2:44][S:43](=[O:47])(=[O:46])[CH2:42][CH2:41]1. (5) Given the product [F:18][C:17]1[CH:16]=[C:15]2[C:10]([CH:11]=[CH:12][CH:13]=[N:14]2)=[CH:9][C:8]=1[CH2:7][C:6]([OH:19])=[O:5], predict the reactants needed to synthesize it. The reactants are: C([O:5][C:6](=[O:19])[CH2:7][C:8]1[CH:9]=[C:10]2[C:15](=[CH:16][C:17]=1[F:18])[N:14]=[CH:13][CH:12]=[CH:11]2)(C)(C)C.[OH-].[Na+]. (6) Given the product [CH:1]1([O:4][C:5]2[CH:13]=[CH:12][C:8]([C:9]([NH:28][C:26]3[S:27][C:23]([C:17]4[CH:22]=[CH:21][CH:20]=[CH:19][CH:18]=4)=[N:24][N:25]=3)=[O:11])=[CH:7][C:6]=2[N+:14]([O-:16])=[O:15])[CH2:2][CH2:3]1, predict the reactants needed to synthesize it. The reactants are: [CH:1]1([O:4][C:5]2[CH:13]=[CH:12][C:8]([C:9]([OH:11])=O)=[CH:7][C:6]=2[N+:14]([O-:16])=[O:15])[CH2:3][CH2:2]1.[C:17]1([C:23]2[S:27][C:26]([NH2:28])=[N:25][N:24]=2)[CH:22]=[CH:21][CH:20]=[CH:19][CH:18]=1.C1CN([P+](ON2N=NC3C=CC=CC2=3)(N2CCCC2)N2CCCC2)CC1.F[P-](F)(F)(F)(F)F.C(N(C(C)C)C(C)C)C.